The task is: Predict the reactants needed to synthesize the given product.. This data is from Full USPTO retrosynthesis dataset with 1.9M reactions from patents (1976-2016). (1) Given the product [Cl:1][C:2]1[N:7]=[CH:6][N:5]=[C:4]([C:8]([NH:10][C:11]2[CH:16]=[CH:15][C:14]([S:17]([N:23]([CH2:24][C:25]([O:27][CH3:28])=[O:26])[CH3:22])(=[O:19])=[O:18])=[CH:13][C:12]=2[CH3:21])=[O:9])[CH:3]=1, predict the reactants needed to synthesize it. The reactants are: [Cl:1][C:2]1[N:7]=[CH:6][N:5]=[C:4]([C:8]([NH:10][C:11]2[CH:16]=[CH:15][C:14]([S:17](Cl)(=[O:19])=[O:18])=[CH:13][C:12]=2[CH3:21])=[O:9])[CH:3]=1.[CH3:22][NH:23][CH2:24][C:25]([O:27][CH3:28])=[O:26].C(NC(C)C)(C)C. (2) Given the product [F:1][C:2]1[CH:3]=[CH:4][C:5]([N:8]2[CH:12]=[N:11][N:10]=[C:9]2/[CH:13]=[CH:23]/[C:24]([OH:26])=[O:25])=[CH:6][CH:7]=1, predict the reactants needed to synthesize it. The reactants are: [F:1][C:2]1[CH:7]=[CH:6][C:5]([N:8]2[CH:12]=[N:11][N:10]=[C:9]2[CH:13]=O)=[CH:4][CH:3]=1.C(OP([CH2:23][C:24]([O:26]CC)=[O:25])(OCC)=O)C.[H-].[Na+].Cl.